Dataset: Reaction yield outcomes from USPTO patents with 853,638 reactions. Task: Predict the reaction yield, written as a fraction of the theoretical maximum amount of product (1.0 means a 100% yield; for example, 0.34 means a 34% yield). (1) The reactants are Br[CH2:2][C:3]1[CH:4]=[C:5]2[C:10](=[CH:11][CH:12]=1)[N:9]=[CH:8][CH:7]=[N:6]2.[C-:13]#[N:14].[Na+]. The catalyst is C(O)C. The product is [N:9]1[C:10]2[C:5](=[CH:4][C:3]([CH2:2][C:13]#[N:14])=[CH:12][CH:11]=2)[N:6]=[CH:7][CH:8]=1. The yield is 0.230. (2) The reactants are [Br:1][C:2]1[C:11]2[CH:10]=[N:9][CH:8]=[CH:7][C:6]=2[C:5]([NH2:12])=[CH:4][CH:3]=1.[Cl:13][C:14]1[CH:19]=[C:18]([Cl:20])[CH:17]=[CH:16][C:15]=1[CH2:21][N:22]=[C:23]=[O:24]. The catalyst is C1COCC1.C1(C)C=CC=CC=1.C1COCC1. The product is [Br:1][C:2]1[CH:3]=[CH:4][C:5]([NH:12][C:23]([NH:22][CH2:21][C:15]2[CH:16]=[CH:17][C:18]([Cl:20])=[CH:19][C:14]=2[Cl:13])=[O:24])=[C:6]2[C:11]=1[CH:10]=[N:9][CH:8]=[CH:7]2. The yield is 0.780.